This data is from Forward reaction prediction with 1.9M reactions from USPTO patents (1976-2016). The task is: Predict the product of the given reaction. (1) The product is: [CH2:1]([O:3][C:4](=[O:22])[CH:5]([C:6]1[NH:7][C:8]2[C:13]([C:14]=1[S:15][C:16]([CH3:17])([CH3:18])[CH3:19])=[CH:12][C:11]([O:20][CH3:21])=[CH:10][CH:9]=2)[CH2:27][C:26]1[CH:29]=[CH:30][CH:31]=[C:24]([Br:23])[CH:25]=1)[CH3:2]. Given the reactants [CH2:1]([O:3][C:4](=[O:22])[CH2:5][C:6]1[NH:7][C:8]2[C:13]([C:14]=1[S:15][C:16]([CH3:19])([CH3:18])[CH3:17])=[CH:12][C:11]([O:20][CH3:21])=[CH:10][CH:9]=2)[CH3:2].[Br:23][C:24]1[CH:25]=[C:26]([CH:29]=[CH:30][CH:31]=1)[CH2:27]Br, predict the reaction product. (2) The product is: [CH3:21][O:13][C:12](=[O:14])[CH2:11][CH2:10][C:9]([C:3]1[CH:4]=[CH:5][C:6]([OH:8])=[CH:7][C:2]=1[OH:1])=[O:15]. Given the reactants [OH:1][C:2]1[CH:7]=[C:6]([OH:8])[CH:5]=[CH:4][C:3]=1[C:9](=[O:15])[CH2:10][CH2:11][C:12]([OH:14])=[O:13].OS(O)(=O)=O.[CH3:21]O, predict the reaction product.